From a dataset of Forward reaction prediction with 1.9M reactions from USPTO patents (1976-2016). Predict the product of the given reaction. (1) Given the reactants [O:1]1[CH2:6][CH2:5][N:4]([C:7]2[CH:15]=[CH:14][C:10]([C:11]([OH:13])=O)=[CH:9][CH:8]=2)[CH2:3][CH2:2]1.C(N1C=CN=C1)(N1C=CN=C1)=O.[NH2:28][C@@H:29]1[CH2:38][CH2:37][C:36]2[C:31](=[C:32]([N:40]3[CH2:45][CH2:44][N:43]([CH3:46])[CH2:42][CH2:41]3)[CH:33]=[CH:34][C:35]=2[CH3:39])[CH2:30]1, predict the reaction product. The product is: [NH3:4].[CH3:39][C:35]1[CH:34]=[CH:33][C:32]([N:40]2[CH2:41][CH2:42][N:43]([CH3:46])[CH2:44][CH2:45]2)=[C:31]2[C:36]=1[CH2:37][CH2:38][C@@H:29]([NH:28][C:11](=[O:13])[C:10]1[CH:9]=[CH:8][C:7]([N:4]3[CH2:3][CH2:2][O:1][CH2:6][CH2:5]3)=[CH:15][CH:14]=1)[CH2:30]2. (2) Given the reactants [CH:1]1([CH2:4][N:5]2[C:9]3[CH:10]=[CH:11][C:12]([S:14]([C:17]([CH3:22])([CH3:21])[C:18](O)=[O:19])(=[O:16])=[O:15])=[CH:13][C:8]=3[N:7]=[C:6]2[CH2:23][C:24]([CH3:27])([CH3:26])[CH3:25])[CH2:3][CH2:2]1.C(OC(OC(C)(C)C)=O)(OC(C)(C)C)=O.C(=O)(O)[O-].[NH4+].[N:48]1C=CC=CC=1, predict the reaction product. The product is: [CH:1]1([CH2:4][N:5]2[C:9]3[CH:10]=[CH:11][C:12]([S:14]([C:17]([CH3:22])([CH3:21])[C:18]([NH2:48])=[O:19])(=[O:15])=[O:16])=[CH:13][C:8]=3[N:7]=[C:6]2[CH2:23][C:24]([CH3:27])([CH3:26])[CH3:25])[CH2:3][CH2:2]1.